This data is from Cav3 T-type calcium channel HTS with 100,875 compounds. The task is: Binary Classification. Given a drug SMILES string, predict its activity (active/inactive) in a high-throughput screening assay against a specified biological target. The molecule is S(=O)(=O)(Nc1ccc(cc1)C)c1cc(c(OCC(=O)Nc2cc([N+]([O-])=O)ccc2)cc1)C. The result is 0 (inactive).